From a dataset of Forward reaction prediction with 1.9M reactions from USPTO patents (1976-2016). Predict the product of the given reaction. (1) Given the reactants [Cl-].[Cl-].[Cl-].[Al+3].[C:5]1([C:11]2([C:14]([O:16][CH3:17])=[O:15])[CH2:13][CH2:12]2)[CH:10]=[CH:9][CH:8]=[CH:7][CH:6]=1.[Cl:18][CH2:19][C:20](Cl)=[O:21].Cl, predict the reaction product. The product is: [Cl:18][CH2:19][C:20]([C:8]1[CH:9]=[CH:10][C:5]([C:11]2([C:14]([O:16][CH3:17])=[O:15])[CH2:13][CH2:12]2)=[CH:6][CH:7]=1)=[O:21]. (2) The product is: [CH3:33][O:36][C:23](=[O:24])[C:4]1[CH:5]=[CH:6][CH:7]=[CH:2][C:3]=1[S:8][S:9][C:10]1[CH:18]=[CH:17][CH:16]=[CH:15][C:11]=1[C:12]([O:14][CH3:26])=[O:13]. Given the reactants C(O)(=O)[C:2]1[CH:7]=[CH:6][CH:5]=[CH:4][C:3]=1[S:8][S:9][C:10]1[CH:18]=[CH:17][CH:16]=[CH:15][C:11]=1[C:12]([OH:14])=[O:13].CN(C)[CH:23]=[O:24].[CH2:26](N(CC)CC)C.[C:33]([O-:36])([O-])=O.[K+].[K+], predict the reaction product.